The task is: Regression. Given two drug SMILES strings and cell line genomic features, predict the synergy score measuring deviation from expected non-interaction effect.. This data is from NCI-60 drug combinations with 297,098 pairs across 59 cell lines. (1) Drug 1: COC1=NC(=NC2=C1N=CN2C3C(C(C(O3)CO)O)O)N. Drug 2: CC(C)NC(=O)C1=CC=C(C=C1)CNNC.Cl. Cell line: MOLT-4. Synergy scores: CSS=67.9, Synergy_ZIP=5.22, Synergy_Bliss=5.24, Synergy_Loewe=-11.4, Synergy_HSA=5.22. (2) Drug 1: C1=CC(=CC=C1CC(C(=O)O)N)N(CCCl)CCCl.Cl. Drug 2: CC1C(C(=O)NC(C(=O)N2CCCC2C(=O)N(CC(=O)N(C(C(=O)O1)C(C)C)C)C)C(C)C)NC(=O)C3=C4C(=C(C=C3)C)OC5=C(C(=O)C(=C(C5=N4)C(=O)NC6C(OC(=O)C(N(C(=O)CN(C(=O)C7CCCN7C(=O)C(NC6=O)C(C)C)C)C)C(C)C)C)N)C. Cell line: UO-31. Synergy scores: CSS=5.14, Synergy_ZIP=-1.02, Synergy_Bliss=-0.469, Synergy_Loewe=-1.88, Synergy_HSA=-1.89. (3) Drug 1: CC1=CC=C(C=C1)C2=CC(=NN2C3=CC=C(C=C3)S(=O)(=O)N)C(F)(F)F. Drug 2: CCCCC(=O)OCC(=O)C1(CC(C2=C(C1)C(=C3C(=C2O)C(=O)C4=C(C3=O)C=CC=C4OC)O)OC5CC(C(C(O5)C)O)NC(=O)C(F)(F)F)O. Cell line: LOX IMVI. Synergy scores: CSS=49.3, Synergy_ZIP=1.66, Synergy_Bliss=0.219, Synergy_Loewe=-19.2, Synergy_HSA=-0.197. (4) Drug 1: CN1C(=O)N2C=NC(=C2N=N1)C(=O)N. Drug 2: CC1=C(N=C(N=C1N)C(CC(=O)N)NCC(C(=O)N)N)C(=O)NC(C(C2=CN=CN2)OC3C(C(C(C(O3)CO)O)O)OC4C(C(C(C(O4)CO)O)OC(=O)N)O)C(=O)NC(C)C(C(C)C(=O)NC(C(C)O)C(=O)NCCC5=NC(=CS5)C6=NC(=CS6)C(=O)NCCC[S+](C)C)O. Cell line: HS 578T. Synergy scores: CSS=22.9, Synergy_ZIP=0.0237, Synergy_Bliss=-0.212, Synergy_Loewe=-13.5, Synergy_HSA=-0.841. (5) Drug 1: CC12CCC(CC1=CCC3C2CCC4(C3CC=C4C5=CN=CC=C5)C)O. Drug 2: COC1=C2C(=CC3=C1OC=C3)C=CC(=O)O2. Cell line: EKVX. Synergy scores: CSS=-3.83, Synergy_ZIP=-0.0236, Synergy_Bliss=-2.35, Synergy_Loewe=-4.76, Synergy_HSA=-4.37. (6) Synergy scores: CSS=52.6, Synergy_ZIP=5.02, Synergy_Bliss=8.71, Synergy_Loewe=7.31, Synergy_HSA=10.7. Cell line: M14. Drug 2: CCCCC(=O)OCC(=O)C1(CC(C2=C(C1)C(=C3C(=C2O)C(=O)C4=C(C3=O)C=CC=C4OC)O)OC5CC(C(C(O5)C)O)NC(=O)C(F)(F)F)O. Drug 1: COC1=NC(=NC2=C1N=CN2C3C(C(C(O3)CO)O)O)N.